This data is from Full USPTO retrosynthesis dataset with 1.9M reactions from patents (1976-2016). The task is: Predict the reactants needed to synthesize the given product. (1) Given the product [NH2:1][C:4]1[CH:9]=[CH:8][C:7]([CH:10]([C:12]2[CH:17]=[CH:16][CH:15]=[CH:14][N:13]=2)[OH:11])=[C:6]([O:18][CH2:19][C:20]([F:23])([F:21])[F:22])[CH:5]=1, predict the reactants needed to synthesize it. The reactants are: [N+:1]([C:4]1[CH:9]=[CH:8][C:7]([CH:10]([C:12]2[CH:17]=[CH:16][CH:15]=[CH:14][N:13]=2)[OH:11])=[C:6]([O:18][CH2:19][C:20]([F:23])([F:22])[F:21])[CH:5]=1)([O-])=O. (2) Given the product [CH3:1][O:2][C:3](=[O:13])[CH2:4][C:5]1[CH:10]=[CH:9][C:8]([C:59]2[CH:60]=[CH:61][C:56]([C:53]([CH2:54][CH3:55])([C:72]3[CH:77]=[CH:76][C:75](/[CH:78]=[CH:79]/[C:80]([OH:85])([C:86]([F:88])([F:89])[F:87])[C:81]([F:84])([F:83])[F:82])=[C:74]([CH3:90])[CH:73]=3)[CH2:51][CH3:52])=[CH:57][C:58]=2[CH3:71])=[CH:7][C:6]=1[F:12], predict the reactants needed to synthesize it. The reactants are: [CH3:1][O:2][C:3](=[O:13])[CH2:4][C:5]1[CH:10]=[CH:9][C:8](Cl)=[CH:7][C:6]=1[F:12].C1(P(C2CCCCC2)C2C=CC=CC=2C2C(OC)=CC=CC=2OC)CCCCC1.P([O-])([O-])([O-])=O.[K+].[K+].[K+].[CH2:51]([C:53]([C:72]1[CH:77]=[CH:76][C:75](/[CH:78]=[CH:79]/[C:80]([C:86]([F:89])([F:88])[F:87])([OH:85])[C:81]([F:84])([F:83])[F:82])=[C:74]([CH3:90])[CH:73]=1)([C:56]1[CH:61]=[CH:60][C:59](B2OC(C)(C)C(C)(C)O2)=[C:58]([CH3:71])[CH:57]=1)[CH2:54][CH3:55])[CH3:52].